From a dataset of Forward reaction prediction with 1.9M reactions from USPTO patents (1976-2016). Predict the product of the given reaction. (1) Given the reactants C(OC(C1CC[N:9](C2C=CC(NC(C3N=C(C4C=CC=CC=4)OC=3C(F)(F)F)=O)=CC=2)CC1)=O)C.[CH2:36]([O:38][C:39]([CH:41]1[CH2:46][CH2:45][N:44]([CH:47]2C[CH2:51][CH:50]([NH:53][C:54]([C:56]3[N:57]=[C:58]([C:65]4[CH:70]=[CH:69][CH:68]=[CH:67][CH:66]=4)[O:59][C:60]=3[C:61]([F:64])([F:63])[F:62])=[O:55])[CH2:49][NH:48]2)[CH2:43][CH2:42]1)=[O:40])[CH3:37].C1(C2OC(C(F)(F)F)=C(C(O)=O)N=2)C=CC=CC=1.C(OC(C1CCN(C2CCC(N)CN2)CC1)=O)C, predict the reaction product. The product is: [CH2:36]([O:38][C:39]([CH:41]1[CH2:46][CH2:45][N:44]([C:47]2[N:9]=[CH:51][C:50]([NH:53][C:54]([C:56]3[N:57]=[C:58]([C:65]4[CH:66]=[CH:67][CH:68]=[CH:69][CH:70]=4)[O:59][C:60]=3[C:61]([F:62])([F:64])[F:63])=[O:55])=[CH:49][N:48]=2)[CH2:43][CH2:42]1)=[O:40])[CH3:37]. (2) Given the reactants [C:1]([O:5][C:6]([N:8]1[CH2:13][CH2:12][C:11]([F:17])([C:14]([OH:16])=O)[CH2:10][CH2:9]1)=[O:7])([CH3:4])([CH3:3])[CH3:2].Cl.[CH3:19][NH:20][O:21][CH3:22].O.C(OCC)(=O)C, predict the reaction product. The product is: [CH3:22][O:21][N:20]([CH3:19])[C:14]([C:11]1([F:17])[CH2:10][CH2:9][N:8]([C:6]([O:5][C:1]([CH3:2])([CH3:3])[CH3:4])=[O:7])[CH2:13][CH2:12]1)=[O:16]. (3) Given the reactants [H-].[Na+].Cl[C:4]1[N:9]=[C:8]([C:10]([NH:12][OH:13])=[NH:11])[CH:7]=[C:6]([CH3:14])[N:5]=1.[CH3:15][OH:16], predict the reaction product. The product is: [OH:13][NH:12][C:10]([C:8]1[CH:7]=[C:6]([CH3:14])[N:5]=[C:4]([O:16][CH3:15])[N:9]=1)=[NH:11]. (4) The product is: [CH3:22][O:23][C:24](=[O:34])[CH2:25][C:26]1[CH:31]=[CH:30][CH:29]=[C:28]([CH2:32][N:6]2[CH2:5][CH:4]([CH3:8])[N:3]([C:9]3[S:10][C:11]4[CH:17]=[C:16]([C:18]([F:21])([F:20])[F:19])[CH:15]=[CH:14][C:12]=4[N:13]=3)[CH:2]([CH3:1])[CH2:7]2)[CH:27]=1. Given the reactants [CH3:1][CH:2]1[CH2:7][NH:6][CH2:5][CH:4]([CH3:8])[N:3]1[C:9]1[S:10][C:11]2[CH:17]=[C:16]([C:18]([F:21])([F:20])[F:19])[CH:15]=[CH:14][C:12]=2[N:13]=1.[CH3:22][O:23][C:24](=[O:34])[CH2:25][C:26]1[CH:31]=[CH:30][CH:29]=[C:28]([CH2:32]Br)[CH:27]=1.C(=O)([O-])[O-].[K+].[K+].CN(C)C=O, predict the reaction product. (5) Given the reactants [CH:1]([C:3]1[C:8]([C:9]([CH3:11])=[CH2:10])=[CH:7][C:6]([C:12]([F:15])([F:14])[F:13])=[CH:5][C:4]=1[C:16]1[CH:17]=[CH:18][C:19]([C:22]([NH:24][CH2:25][CH2:26][C:27]([O:29][CH2:30][CH3:31])=[O:28])=[O:23])=[N:20][CH:21]=1)=[O:2], predict the reaction product. The product is: [OH:2][CH2:1][C:3]1[C:8]([CH:9]([CH3:11])[CH3:10])=[CH:7][C:6]([C:12]([F:14])([F:13])[F:15])=[CH:5][C:4]=1[C:16]1[CH:17]=[CH:18][C:19]([C:22]([NH:24][CH2:25][CH2:26][C:27]([O:29][CH2:30][CH3:31])=[O:28])=[O:23])=[N:20][CH:21]=1. (6) Given the reactants [CH3:1][N:2]([CH2:4][C:5]1[C:13]2[O:12][N:11]=[C:10]([CH2:14][CH2:15][CH:16]3[CH2:21][CH2:20][N:19]([CH2:22][C:23]4[C:28]([O:29]C(C)(C)C)=[N:27][CH:26]=[CH:25][N:24]=4)[CH2:18][CH2:17]3)[C:9]=2[CH:8]=[CH:7][C:6]=1[O:34][CH2:35][CH:36]1[CH2:38][CH2:37]1)[CH3:3].[ClH:39], predict the reaction product. The product is: [ClH:39].[ClH:39].[CH:36]1([CH2:35][O:34][C:6]2[CH:7]=[CH:8][C:9]3[C:10]([CH2:14][CH2:15][CH:16]4[CH2:21][CH2:20][N:19]([CH2:22][C:23]5[C:28](=[O:29])[NH:27][CH:26]=[CH:25][N:24]=5)[CH2:18][CH2:17]4)=[N:11][O:12][C:13]=3[C:5]=2[CH2:4][N:2]([CH3:3])[CH3:1])[CH2:37][CH2:38]1. (7) Given the reactants [Cl:1][C:2]1[C:3]2[C:10](I)=[CH:9][N:8](COCC[Si](C)(C)C)[C:4]=2[N:5]=[CH:6][N:7]=1.[CH3:20][O:21][C:22]1[CH:27]=[CH:26][CH:25]=[CH:24][C:23]=1[SH:28].C(=O)([O-])[O-].[K+].[K+], predict the reaction product. The product is: [Cl:1][C:2]1[C:3]2[C:10]([S:28][C:23]3[CH:24]=[CH:25][CH:26]=[CH:27][C:22]=3[O:21][CH3:20])=[CH:9][NH:8][C:4]=2[N:5]=[CH:6][N:7]=1. (8) The product is: [CH3:3][O:4][C:5](=[O:36])[CH2:6][C@H:7]1[C:11]2[CH:12]=[CH:13][C:14]([O:16][C@H:17]3[C:25]4[C:20](=[C:21]([OH:1])[CH:22]=[CH:23][C:24]=4[F:26])[CH2:19][CH2:18]3)=[CH:15][C:10]=2[O:9][CH2:8]1. Given the reactants [OH:1]O.[CH3:3][O:4][C:5](=[O:36])[CH2:6][C@H:7]1[C:11]2[CH:12]=[CH:13][C:14]([O:16][C@H:17]3[C:25]4[C:20](=[C:21](B5OC(C)(C)C(C)(C)O5)[CH:22]=[CH:23][C:24]=4[F:26])[CH2:19][CH2:18]3)=[CH:15][C:10]=2[O:9][CH2:8]1.[OH-].[Na+], predict the reaction product. (9) Given the reactants [CH2:1]([O:8][C:9]1[CH:14]=[CH:13][C:12]([C:15]2[N:20]=[CH:19][N:18]=[C:17]([NH:21][C@@H:22]([C:30]([O:32]C)=[O:31])[CH2:23][C:24]3[CH:29]=[CH:28][CH:27]=[CH:26][N:25]=3)[CH:16]=2)=[CH:11][CH:10]=1)[C:2]1[CH:7]=[CH:6][CH:5]=[CH:4][CH:3]=1.O.[OH-].[Li+].Cl, predict the reaction product. The product is: [CH2:1]([O:8][C:9]1[CH:10]=[CH:11][C:12]([C:15]2[N:20]=[CH:19][N:18]=[C:17]([NH:21][C@@H:22]([C:30]([OH:32])=[O:31])[CH2:23][C:24]3[CH:29]=[CH:28][CH:27]=[CH:26][N:25]=3)[CH:16]=2)=[CH:13][CH:14]=1)[C:2]1[CH:3]=[CH:4][CH:5]=[CH:6][CH:7]=1. (10) Given the reactants [C:9](O[C:9]([O:11][C:12]([CH3:15])([CH3:14])[CH3:13])=[O:10])([O:11][C:12]([CH3:15])([CH3:14])[CH3:13])=[O:10].[Cl:16][C:17]1[CH:18]=[C:19]([C@H:24]2[C:33]3[C:28](=[CH:29][C:30]([I:34])=[CH:31][CH:32]=3)[C@@H:27]([NH:35][CH3:36])[CH2:26][CH2:25]2)[CH:20]=[CH:21][C:22]=1[Cl:23].C(N(C(C)C)CC)(C)C, predict the reaction product. The product is: [Cl:16][C:17]1[CH:18]=[C:19]([C@H:24]2[C:33]3[C:28](=[CH:29][C:30]([I:34])=[CH:31][CH:32]=3)[C@@H:27]([N:35]([C:9]([O:11][C:12]([CH3:13])([CH3:14])[CH3:15])=[O:10])[CH3:36])[CH2:26][CH2:25]2)[CH:20]=[CH:21][C:22]=1[Cl:23].